Dataset: Catalyst prediction with 721,799 reactions and 888 catalyst types from USPTO. Task: Predict which catalyst facilitates the given reaction. (1) Reactant: [Br:1][C:2]1[CH:3]=[C:4]2[N:9]([CH:10]=1)[N:8]=[CH:7][N:6]=[C:5]2[N:11]1[CH2:14][CH:13]([C:15]([OH:17])=O)[CH2:12]1.CCN(CC)CC.CN(C(ON1N=NC2C=CC=NC1=2)=[N+](C)C)C.F[P-](F)(F)(F)(F)F.[CH3:49][C:50]1[CH:51]=[CH:52][C:53]([CH2:56][NH2:57])=[CH:54][CH:55]=1. Product: [Br:1][C:2]1[CH:3]=[C:4]2[N:9]([CH:10]=1)[N:8]=[CH:7][N:6]=[C:5]2[N:11]1[CH2:12][CH:13]([C:15]([NH:57][CH2:56][C:53]2[CH:54]=[CH:55][C:50]([CH3:49])=[CH:51][CH:52]=2)=[O:17])[CH2:14]1. The catalyst class is: 2. (2) Reactant: Cl[C:2]1[C:3]2[C:10]([C:11]3[CH:16]=[CH:15][CH:14]=[CH:13][CH:12]=3)=[CH:9][N:8]([CH3:17])[C:4]=2[N:5]=[CH:6][N:7]=1.[OH-:18].[Na+]. Product: [CH3:17][N:8]1[C:4]2[N:5]=[CH:6][NH:7][C:2](=[O:18])[C:3]=2[C:10]([C:11]2[CH:16]=[CH:15][CH:14]=[CH:13][CH:12]=2)=[CH:9]1. The catalyst class is: 12. (3) Reactant: [N+:1]([C:4]1[CH:9]=[CH:8][CH:7]=[CH:6][C:5]=1[NH:10][CH:11]([CH3:18])[CH2:12][C:13]([O:15][CH2:16][CH3:17])=[O:14])([O-])=O.CCO. Product: [NH2:1][C:4]1[CH:9]=[CH:8][CH:7]=[CH:6][C:5]=1[NH:10][CH:11]([CH3:18])[CH2:12][C:13]([O:15][CH2:16][CH3:17])=[O:14]. The catalyst class is: 350. (4) Reactant: Cl[C:2]1[N:7]=[C:6]([C:8]([OH:10])=[O:9])[CH:5]=[C:4]([CH:11]=[CH2:12])[N:3]=1.[F:13][C:14]1[CH:35]=[CH:34][C:17]([O:18][C:19]2[CH:24]=[CH:23][C:22](B3OC(C)(C)C(C)(C)O3)=[CH:21][CH:20]=2)=[CH:16][CH:15]=1.C([O-])([O-])=O.[Na+].[Na+]. The catalyst class is: 235. Product: [F:13][C:14]1[CH:35]=[CH:34][C:17]([O:18][C:19]2[CH:24]=[CH:23][C:22]([C:2]3[N:7]=[C:6]([C:8]([OH:10])=[O:9])[CH:5]=[C:4]([CH:11]=[CH2:12])[N:3]=3)=[CH:21][CH:20]=2)=[CH:16][CH:15]=1. (5) Reactant: [NH2:1][C:2]1[N:7]=[C:6]([S:8][CH3:9])[C:5]([C:10]#[N:11])=[C:4]([O:12][C:13]2[CH:18]=[CH:17][CH:16]=[CH:15][CH:14]=2)[N:3]=1.C1(C2[O:27]N2S(C2C=CC=CC=2)(=O)=O)C=CC=CC=1. Product: [NH2:1][C:2]1[N:7]=[C:6]([S:8]([CH3:9])=[O:27])[C:5]([C:10]#[N:11])=[C:4]([O:12][C:13]2[CH:18]=[CH:17][CH:16]=[CH:15][CH:14]=2)[N:3]=1. The catalyst class is: 4. (6) Product: [CH3:1][O:2][C:3](=[O:29])/[CH:4]=[CH:5]/[C:6]1[CH:7]=[C:8]2[C:25](=[CH:26][CH:27]=1)[O:24][C:11]1([CH2:16][CH2:15][CH2:14][N:13]([CH2:17][C:37]3[C:38]4[C:43](=[CH:42][CH:41]=[CH:40][CH:39]=4)[N:35]([CH3:34])[CH:36]=3)[CH2:12]1)[CH2:10][C:9]2=[O:28]. Reactant: [CH3:1][O:2][C:3](=[O:29])/[CH:4]=[CH:5]/[C:6]1[CH:7]=[C:8]2[C:25](=[CH:26][CH:27]=1)[O:24][C:11]1([CH2:16][CH2:15][CH2:14][N:13]([C:17](OC(C)(C)C)=O)[CH2:12]1)[CH2:10][C:9]2=[O:28].CC(O)=O.[CH3:34][N:35]1[C:43]2[C:38](=[CH:39][CH:40]=[CH:41][CH:42]=2)[C:37](C=O)=[CH:36]1.[BH-](OC(C)=O)(OC(C)=O)OC(C)=O.[Na+]. The catalyst class is: 2. (7) Reactant: Br/[C:2](/[F:16])=[C:3](/[F:15])\[C:4]1[CH:9]=[CH:8][C:7]([O:10][CH3:11])=[C:6]([N+:12]([O-:14])=[O:13])[CH:5]=1.[CH3:17][O:18][C:19]1[CH:20]=[C:21](B(O)O)[CH:22]=[C:23]([O:27][CH3:28])[C:24]=1[O:25][CH3:26].C([O-])([O-])=O.[Na+].[Na+].CC(C)=O. Product: [F:16]/[C:2](/[C:21]1[CH:22]=[C:23]([O:27][CH3:28])[C:24]([O:25][CH3:26])=[C:19]([O:18][CH3:17])[CH:20]=1)=[C:3](\[F:15])/[C:4]1[CH:9]=[CH:8][C:7]([O:10][CH3:11])=[C:6]([N+:12]([O-:14])=[O:13])[CH:5]=1. The catalyst class is: 109.